This data is from Reaction yield outcomes from USPTO patents with 853,638 reactions. The task is: Predict the reaction yield, written as a fraction of the theoretical maximum amount of product (1.0 means a 100% yield; for example, 0.34 means a 34% yield). (1) The reactants are [CH3:1][N:2]1[CH2:7][CH2:6][N:5]2[N:8]=[C:9]([NH2:11])[CH:10]=[C:4]2[CH2:3]1.Br[C:13]1[C:14](=[O:21])[N:15]([CH3:20])[CH:16]=[C:17]([Br:19])[CH:18]=1.C1(P(C2C=CC=CC=2)C2(P(C3C=CC=CC=3)C3C=CC=CC=3)CC=C3C(C=CC=C3)=C2C2C3C(=CC=CC=3)C=CC=2)C=CC=CC=1.C(=O)([O-])[O-].[Cs+].[Cs+]. The catalyst is C1C=CC(/C=C/C(/C=C/C2C=CC=CC=2)=O)=CC=1.C1C=CC(/C=C/C(/C=C/C2C=CC=CC=2)=O)=CC=1.C1C=CC(/C=C/C(/C=C/C2C=CC=CC=2)=O)=CC=1.[Pd].[Pd].O1CCOCC1. The product is [Br:19][C:17]1[CH:18]=[C:13]([NH:11][C:9]2[CH:10]=[C:4]3[CH2:3][N:2]([CH3:1])[CH2:7][CH2:6][N:5]3[N:8]=2)[C:14](=[O:21])[N:15]([CH3:20])[CH:16]=1. The yield is 0.140. (2) The reactants are [CH3:1][CH:2]1[C:10]2[C:9](O)=[N:8][CH:7]=[N:6][C:5]=2[CH2:4][S:3]1.O=P(Cl)(Cl)[Cl:14]. No catalyst specified. The product is [Cl:14][C:9]1[C:10]2[CH:2]([CH3:1])[S:3][CH2:4][C:5]=2[N:6]=[CH:7][N:8]=1. The yield is 0.540. (3) The reactants are [C:1]([O:5][C:6](=[O:22])[C@@H:7]([NH:11][CH2:12][C:13]1[CH:18]=[CH:17][CH:16]=[CH:15][C:14]=1[N+:19]([O-])=O)[CH:8]([CH3:10])[CH3:9])([CH3:4])([CH3:3])[CH3:2]. The catalyst is CCO.[Ni]. The product is [C:1]([O:5][C:6](=[O:22])[C@@H:7]([NH:11][CH2:12][C:13]1[CH:18]=[CH:17][CH:16]=[CH:15][C:14]=1[NH2:19])[CH:8]([CH3:10])[CH3:9])([CH3:3])([CH3:4])[CH3:2]. The yield is 1.00. (4) The reactants are C1(N2CCN(CC3CCC4C(=CC=CC=4)N3)CC2)C2C(=CC=CC=2)C=CN=1.[O:28]1[C:33]2[CH:34]=[CH:35][CH:36]=[C:37]([N:38]3[CH2:43][CH2:42][N:41]([CH2:44][C:45]4[CH:54]=[CH:53][C:52]5[C:47](=[CH:48][CH:49]=[CH:50][CH:51]=5)[N:46]=4)[CH2:40][CH2:39]3)[C:32]=2[O:31][CH2:30][CH2:29]1. No catalyst specified. The product is [O:28]1[C:33]2[CH:34]=[CH:35][CH:36]=[C:37]([N:38]3[CH2:43][CH2:42][N:41]([CH2:44][CH:45]4[CH2:54][CH2:53][C:52]5[C:47](=[CH:48][CH:49]=[CH:50][CH:51]=5)[NH:46]4)[CH2:40][CH2:39]3)[C:32]=2[O:31][CH2:30][CH2:29]1. The yield is 0.412. (5) The reactants are [C:1]([CH2:3][C:4](=[S:6])[NH2:5])#[N:2].[F:7][C:8]([F:20])([F:19])[C:9](=O)[CH2:10][C:11]([C:13]1[S:14][CH:15]=[CH:16][CH:17]=1)=O.C(N(CC)CC)C. The catalyst is C(O)C.O. The product is [SH:6][C:4]1[N:5]=[C:11]([C:13]2[S:14][CH:15]=[CH:16][CH:17]=2)[CH:10]=[C:9]([C:8]([F:20])([F:7])[F:19])[C:3]=1[C:1]#[N:2]. The yield is 0.810. (6) The catalyst is CS(C)=O. The product is [OH:27][C:23]1[CH:24]=[C:25]2[C:20]([CH:19]=[CH:18][C:17]([O:16][CH2:15][CH2:14][CH2:13][NH:12][C:1](=[O:3])[CH3:2])=[CH:26]2)=[CH:21][C:22]=1[C:28]1[N:29]=[N:30][C:31]([N:34]([CH3:45])[CH:35]2[CH2:40][C:39]([CH3:41])([CH3:42])[NH:38][C:37]([CH3:44])([CH3:43])[CH2:36]2)=[CH:32][CH:33]=1. The reactants are [C:1](ON1C(=O)CCC1=O)(=[O:3])[CH3:2].[NH2:12][CH2:13][CH2:14][CH2:15][O:16][C:17]1[CH:26]=[C:25]2[C:20]([CH:21]=[C:22]([C:28]3[N:29]=[N:30][C:31]([N:34]([CH3:45])[CH:35]4[CH2:40][C:39]([CH3:42])([CH3:41])[NH:38][C:37]([CH3:44])([CH3:43])[CH2:36]4)=[CH:32][CH:33]=3)[C:23]([OH:27])=[CH:24]2)=[CH:19][CH:18]=1.CCOCC. The yield is 0.550.